This data is from Cav3 T-type calcium channel HTS with 100,875 compounds. The task is: Binary Classification. Given a drug SMILES string, predict its activity (active/inactive) in a high-throughput screening assay against a specified biological target. (1) The compound is O(C(=O)CCn1nc(nn1)c1ccc(cc1)C)C. The result is 0 (inactive). (2) The compound is O=c1n(NC(=O)c2ccccc2)c(nc2c1cc(OC)c(OC)c2)CC(C)C. The result is 0 (inactive). (3) The compound is O1Cc2c(n(nc2)CC(=O)N(CCCC)CC)c2c1ccc(c2)C. The result is 0 (inactive).